Dataset: Forward reaction prediction with 1.9M reactions from USPTO patents (1976-2016). Task: Predict the product of the given reaction. (1) The product is: [Cl:10][C:11]1[N:16]=[C:15]([N:17]([CH3:27])[C:18]2[CH:23]=[CH:22][N:21]=[C:20]([NH:9][CH2:8][CH2:7][C:1]3[CH:6]=[CH:5][CH:4]=[CH:3][CH:2]=3)[N:19]=2)[CH:14]=[CH:13][CH:12]=1. Given the reactants [C:1]1([CH2:7][CH2:8][NH2:9])[CH:6]=[CH:5][CH:4]=[CH:3][CH:2]=1.[Cl:10][C:11]1[N:16]=[C:15]([N:17]([CH3:27])[C:18]2[CH:23]=[CH:22][N:21]=[C:20](S(C)=O)[N:19]=2)[CH:14]=[CH:13][CH:12]=1, predict the reaction product. (2) Given the reactants [Cl:1][C:2]1[CH:10]=[C:9]2[C:5]([CH:6]=[CH:7][NH:8]2)=[CH:4][CH:3]=1.[CH3:11]C1C2C(=CC=CC=2)NC=1, predict the reaction product. The product is: [Cl:1][C:2]1[CH:10]=[C:9]2[C:5]([CH:6]=[CH:7][N:8]2[CH3:11])=[CH:4][CH:3]=1. (3) Given the reactants [Cl:1][C:2]1[CH:7]=[CH:6][C:5]([C:8]2[N:13]=[C:12]3[C:14](=[O:18])[O:15][C:16](=[O:17])[C:11]3=[N:10][C:9]=2[C:19]2[CH:24]=[CH:23][C:22]([Cl:25])=[CH:21][CH:20]=2)=[CH:4][CH:3]=1.[C:26]([OH:30])([CH3:29])([CH3:28])[CH3:27], predict the reaction product. The product is: [C:26]([O:30][C:14]([C:12]1[C:11]([C:16]([OH:17])=[O:15])=[N:10][C:9]([C:19]2[CH:24]=[CH:23][C:22]([Cl:25])=[CH:21][CH:20]=2)=[C:8]([C:5]2[CH:4]=[CH:3][C:2]([Cl:1])=[CH:7][CH:6]=2)[N:13]=1)=[O:18])([CH3:29])([CH3:28])[CH3:27]. (4) Given the reactants [F:1][C:2]([F:11])([F:10])[C:3]1[CH:8]=[CH:7][C:6]([OH:9])=[CH:5][CH:4]=1.[CH2:12]([O:14][C:15](=[O:28])[CH:16](Br)[C:17]1[CH:22]=[CH:21][CH:20]=[C:19]([C:23]([F:26])([F:25])[F:24])[CH:18]=1)[CH3:13].C(=O)([O-])[O-].[K+].[K+].C(OCC)(=O)C, predict the reaction product. The product is: [CH2:12]([O:14][C:15](=[O:28])[CH:16]([O:9][C:6]1[CH:5]=[CH:4][C:3]([C:2]([F:10])([F:11])[F:1])=[CH:8][CH:7]=1)[C:17]1[CH:22]=[CH:21][CH:20]=[C:19]([C:23]([F:25])([F:26])[F:24])[CH:18]=1)[CH3:13]. (5) Given the reactants [C:1]1([O:7][C:8]2[CH:13]=[CH:12][CH:11]=[CH:10][C:9]=2[CH2:14][CH2:15][C:16]([O:18]C2C=CC=CC=2)=[O:17])[CH:6]=[CH:5][CH:4]=[CH:3][CH:2]=1.[OH-].[Na+].Cl, predict the reaction product. The product is: [C:1]1([O:7][C:8]2[CH:13]=[CH:12][CH:11]=[CH:10][C:9]=2[CH2:14][CH2:15][C:16]([OH:18])=[O:17])[CH:6]=[CH:5][CH:4]=[CH:3][CH:2]=1.